The task is: Predict the reaction yield, written as a fraction of the theoretical maximum amount of product (1.0 means a 100% yield; for example, 0.34 means a 34% yield).. This data is from Reaction yield outcomes from USPTO patents with 853,638 reactions. (1) The yield is 0.350. The catalyst is CO. The reactants are [Br:1][C:2]1[C:3]([CH3:11])=[C:4]([CH:8]=[CH:9][CH:10]=1)[C:5]([NH2:7])=O.C1COCC1.S(C)C.Cl. The product is [Br:1][C:2]1[C:3]([CH3:11])=[C:4]([CH2:5][NH2:7])[CH:8]=[CH:9][CH:10]=1. (2) The reactants are C[Al](C)C.Cl.[CH3:6][NH:7][CH3:8].[Br:9][C:10]1[C:23]([CH3:24])=[C:22]([C:25]#[N:26])[C:13]2[N:14]=[C:15]([C:17]([O:19]CC)=O)[O:16][C:12]=2[C:11]=1[F:27].Cl. The catalyst is ClCCl. The product is [Br:9][C:10]1[C:23]([CH3:24])=[C:22]([C:25]#[N:26])[C:13]2[N:14]=[C:15]([C:17]([N:7]([CH3:8])[CH3:6])=[O:19])[O:16][C:12]=2[C:11]=1[F:27]. The yield is 0.480. (3) The reactants are Cl.Cl.[CH3:3][O:4][C:5](=[O:28])[CH2:6][CH2:7][C:8]1[CH:13]=[CH:12][C:11]([C:14]2[CH:19]=[CH:18][C:17]([CH2:20][CH:21]([NH2:27])[C:22](=[O:26])[N:23]([CH3:25])[CH3:24])=[CH:16][CH:15]=2)=[CH:10][CH:9]=1.C(N(CC)C(C)C)(C)C.[C:38]1([CH3:48])[CH:43]=[CH:42][C:41]([S:44](Cl)(=[O:46])=[O:45])=[CH:40][CH:39]=1. The catalyst is C(Cl)Cl.CCCCCC.C(OCC)(=O)C. The product is [CH3:3][O:4][C:5](=[O:28])[CH2:6][CH2:7][C:8]1[CH:9]=[CH:10][C:11]([C:14]2[CH:19]=[CH:18][C:17]([CH2:20][CH:21]([C:22](=[O:26])[N:23]([CH3:24])[CH3:25])[NH:27][S:44]([C:41]3[CH:42]=[CH:43][C:38]([CH3:48])=[CH:39][CH:40]=3)(=[O:46])=[O:45])=[CH:16][CH:15]=2)=[CH:12][CH:13]=1. The yield is 0.400. (4) The reactants are [CH:1]1[C:6]([C:7]#[N:8])=[CH:5][C:4]2[C:9]([CH2:12][CH2:13][CH2:14][CH2:15][N:16]3[CH2:21][CH2:20][N:19]([C:22]4[CH:23]=[CH:24][C:25]5[O:30][C:29]([C:31]([NH2:33])=[O:32])=[CH:28][C:26]=5[CH:27]=4)[CH2:18][CH2:17]3)=[CH:10][NH:11][C:3]=2[CH:2]=1.[ClH:34]. The catalyst is C(O)=O. The product is [CH:1]1[C:6]([C:7]#[N:8])=[CH:5][C:4]2[C:9]([CH2:12][CH2:13][CH2:14][CH2:15][N:16]3[CH2:17][CH2:18][N:19]([C:22]4[CH:23]=[CH:24][C:25]5[O:30][C:29]([C:31]([NH2:33])=[O:32])=[CH:28][C:26]=5[CH:27]=4)[CH2:20][CH2:21]3)=[CH:10][NH:11][C:3]=2[CH:2]=1.[ClH:34]. The yield is 0.833. (5) The reactants are [N:1]1([C:6]2[N:11]=[CH:10][C:9](/[CH:12]=[CH:13]/[CH2:14][OH:15])=[CH:8][CH:7]=2)[CH:5]=[CH:4][CH:3]=[N:2]1. The catalyst is CC(C)=O.O=[Mn]=O. The product is [N:1]1([C:6]2[N:11]=[CH:10][C:9](/[CH:12]=[CH:13]/[CH:14]=[O:15])=[CH:8][CH:7]=2)[CH:5]=[CH:4][CH:3]=[N:2]1. The yield is 0.430.